This data is from Forward reaction prediction with 1.9M reactions from USPTO patents (1976-2016). The task is: Predict the product of the given reaction. (1) Given the reactants CS(O)(=O)=[O:3].[CH3:6][N:7]1[CH2:12][CH2:11][N:10]([CH2:13][C:14]2[CH:42]=[CH:41][C:17]([C:18]([NH:20][C:21]3[CH:26]=[CH:25][C:24]([CH3:27])=[C:23]([NH:28][C:29]4[N:34]=[C:33]([C:35]5[CH:36]=[N:37][CH:38]=[CH:39][CH:40]=5)[CH:32]=[CH:31][N:30]=4)[CH:22]=3)=[O:19])=[CH:16][CH:15]=2)[CH2:9][CH2:8]1.[OH-:43].[Na+], predict the reaction product. The product is: [CH3:6][N+:7]1([O-:3])[CH2:12][CH2:11][N+:10]([CH2:13][C:14]2[CH:15]=[CH:16][C:17]([C:18]([NH:20][C:21]3[CH:26]=[CH:25][C:24]([CH3:27])=[C:23]([NH:28][C:29]4[N:34]=[C:33]([C:35]5[CH:36]=[N:37][CH:38]=[CH:39][CH:40]=5)[CH:32]=[CH:31][N:30]=4)[CH:22]=3)=[O:19])=[CH:41][CH:42]=2)([O-:43])[CH2:9][CH2:8]1. (2) Given the reactants [CH3:1][C:2]1[N:3]=[C:4]2[CH:12]=[CH:11][CH:10]=[C:9]3[N:5]2[C:6]=1[C:7](=[O:24])[N:8]3[CH2:13][CH2:14][CH2:15][NH:16][S:17]([C:20]([F:23])([F:22])[F:21])(=[O:19])=[O:18].[ClH:25], predict the reaction product. The product is: [ClH:25].[CH3:1][C:2]1[N:3]=[C:4]2[CH:12]=[CH:11][CH:10]=[C:9]3[N:5]2[C:6]=1[C:7](=[O:24])[N:8]3[CH2:13][CH2:14][CH2:15][NH:16][S:17]([C:20]([F:21])([F:22])[F:23])(=[O:19])=[O:18]. (3) Given the reactants [Br:1][C:2]1[CH:7]=[CH:6][CH:5]=[CH:4][C:3]=1[S:8](Cl)(=[O:10])=[O:9].[NH:12]1[CH2:17][CH2:16][CH:15]([NH:18][C:19](=[O:25])[O:20][C:21]([CH3:24])([CH3:23])[CH3:22])[CH2:14][CH2:13]1.C(N(C(C)C)CC)(C)C, predict the reaction product. The product is: [Br:1][C:2]1[CH:7]=[CH:6][CH:5]=[CH:4][C:3]=1[S:8]([N:12]1[CH2:13][CH2:14][CH:15]([NH:18][C:19](=[O:25])[O:20][C:21]([CH3:23])([CH3:22])[CH3:24])[CH2:16][CH2:17]1)(=[O:10])=[O:9]. (4) Given the reactants [CH3:1][O:2][C:3](=[O:30])[CH2:4][C:5]1[CH:10]=[CH:9][C:8]([C:11]#[C:12][C:13]2[CH:22]=[C:21]([O:23][CH:24]([CH3:26])[CH3:25])[C:20]3[C:19](=O)[CH2:18][CH2:17][C:16]([CH3:29])([CH3:28])[C:15]=3[CH:14]=2)=[CH:7][CH:6]=1.[CH:31]1([NH2:34])[CH2:33][CH2:32]1.[C:35]([BH3-])#N.[Na+].C(=O)([O-])[O-].[K+].[K+].CI, predict the reaction product. The product is: [CH3:1][O:2][C:3](=[O:30])[CH2:4][C:5]1[CH:10]=[CH:9][C:8]([C:11]#[C:12][C:13]2[CH:22]=[C:21]([O:23][CH:24]([CH3:26])[CH3:25])[C:20]3[CH:19]([N:34]([CH:31]4[CH2:33][CH2:32]4)[CH3:35])[CH2:18][CH2:17][C:16]([CH3:28])([CH3:29])[C:15]=3[CH:14]=2)=[CH:7][CH:6]=1. (5) Given the reactants [C:1]([O:5][C:6]([N:8]1[CH2:13][CH2:12][CH2:11][CH2:10][CH:9]1[CH2:14][C:15]([OH:17])=[O:16])=[O:7])([CH3:4])([CH3:3])[CH3:2].C(=O)([O-])[O-].[Na+].[Na+].Br[CH2:25][C:26]([C:28]1[CH:33]=[CH:32][CH:31]=[CH:30][CH:29]=1)=[O:27], predict the reaction product. The product is: [C:1]([O:5][C:6]([N:8]1[CH2:13][CH2:12][CH2:11][CH2:10][CH:9]1[CH2:14][C:15]([O:17][CH2:25][C:26](=[O:27])[C:28]1[CH:33]=[CH:32][CH:31]=[CH:30][CH:29]=1)=[O:16])=[O:7])([CH3:4])([CH3:2])[CH3:3]. (6) The product is: [CH2:1]([O:3][C:4]([C:6]1[CH:7]=[N:8][C:9]2[C:14]([C:15]=1[Cl:19])=[CH:13][CH:12]=[CH:11][CH:10]=2)=[O:5])[CH3:2]. Given the reactants [CH2:1]([O:3][C:4]([C:6]1[CH:7]=[N:8][C:9]2[C:14]([C:15]=1O)=[CH:13][CH:12]=[CH:11][CH:10]=2)=[O:5])[CH3:2].O=P(Cl)(Cl)[Cl:19].[OH-].[Na+], predict the reaction product. (7) Given the reactants Br[C:2]1[C:3]([CH3:20])=[N:4][C:5]([O:9][CH2:10][CH2:11][O:12][Si:13]([C:16]([CH3:19])([CH3:18])[CH3:17])([CH3:15])[CH3:14])=[N:6][C:7]=1[CH3:8].[CH3:21][C:22]1[C:31](B2OC(C)(C)C(C)(C)O2)=[CH:30][CH:29]=[CH:28][C:23]=1[C:24]([O:26][CH3:27])=[O:25].C1(P(C2CCCCC2)C2C=CC=CC=2C2C(OC)=CC=CC=2OC)CCCCC1.P([O-])([O-])([O-])=O.[K+].[K+].[K+], predict the reaction product. The product is: [Si:13]([O:12][CH2:11][CH2:10][O:9][C:5]1[N:4]=[C:3]([CH3:20])[C:2]([C:31]2[C:22]([CH3:21])=[C:23]([CH:28]=[CH:29][CH:30]=2)[C:24]([O:26][CH3:27])=[O:25])=[C:7]([CH3:8])[N:6]=1)([C:16]([CH3:19])([CH3:18])[CH3:17])([CH3:15])[CH3:14]. (8) Given the reactants [CH3:1][N:2]1[CH2:7][CH2:6][CH:5]([O:8][C:9]2[CH:21]=[CH:20][C:19]3[C:18]4[C:13](=[CH:14][C:15]([O:22][CH:23]5[CH2:28][CH2:27][N:26]([CH3:29])[CH2:25][CH2:24]5)=[CH:16][CH:17]=4)[C:12](=[O:30])[C:11]=3[CH:10]=2)[CH2:4][CH2:3]1.[ClH:31].O1CCOCC1, predict the reaction product. The product is: [ClH:31].[ClH:31].[CH3:29][N:26]1[CH2:27][CH2:28][CH:23]([O:22][C:15]2[CH:16]=[CH:17][C:18]3[C:19]4[C:11](=[CH:10][C:9]([O:8][CH:5]5[CH2:6][CH2:7][N:2]([CH3:1])[CH2:3][CH2:4]5)=[CH:21][CH:20]=4)[C:12](=[O:30])[C:13]=3[CH:14]=2)[CH2:24][CH2:25]1. (9) Given the reactants [Cl:1][C:2]1[CH:7]=[CH:6][N:5]=[C:4]2[CH:8]=[CH:9][S:10][C:3]=12.[CH3:11][O:12][CH2:13][N:14]=[C:15]=[S:16], predict the reaction product. The product is: [CH3:11][O:12][CH2:13][NH:14][C:15]([C:9]1[S:10][C:3]2[C:4](=[N:5][CH:6]=[CH:7][C:2]=2[Cl:1])[CH:8]=1)=[S:16].